This data is from Full USPTO retrosynthesis dataset with 1.9M reactions from patents (1976-2016). The task is: Predict the reactants needed to synthesize the given product. (1) Given the product [CH3:22][O:21][C:19]([NH:12][C@H:8]([C:9]([OH:11])=[O:10])[CH:7]([C:1]1[CH:6]=[CH:5][CH:4]=[CH:3][CH:2]=1)[C:4]1[CH:3]=[CH:2][CH:1]=[CH:6][CH:5]=1)=[O:20], predict the reactants needed to synthesize it. The reactants are: [CH:1]1[CH:6]=[CH:5][C:4]([CH2:7][C@H:8]([NH2:12])[C:9]([OH:11])=[O:10])=[CH:3][CH:2]=1.C([O-])(O)=O.[Na+].Cl[C:19]([O:21][CH3:22])=[O:20].Cl. (2) The reactants are: FC(F)(F)C(O)=O.C(OC(=O)[NH:14][C@@H:15]([CH2:30][N:31]1[CH2:36][C:35](=[O:37])[N:34]([C:38]2[C:43]([F:44])=[CH:42][CH:41]=[CH:40][C:39]=2[F:45])[CH2:33][C:32]1([CH3:47])[CH3:46])[C@@H:16]([OH:29])[CH2:17][C@H:18]([C:20](=[O:28])[NH:21][CH:22]1[CH2:27][CH2:26][CH2:25][CH2:24][CH2:23]1)[CH3:19])(C)(C)C.[C:49]([OH:56])(=[O:55])/[CH:50]=[CH:51]/[C:52]([OH:54])=[O:53].[CH:57]1([NH:63][C:64](=[O:90])[C@H:65]([CH3:89])[CH2:66][C@H:67]([OH:88])[C@@H:68]([NH2:87])[CH2:69][N:70]2[CH2:75][C:74](=[O:76])[N:73]([C:77]3[C:82]([F:83])=[CH:81][CH:80]=[CH:79][C:78]=3[F:84])[CH2:72][C:71]2([CH3:86])[CH3:85])[CH2:62][CH2:61][CH2:60][CH2:59][CH2:58]1. Given the product [C:49]([OH:56])(=[O:55])/[CH:50]=[CH:51]/[C:52]([OH:54])=[O:53].[CH:22]1([NH:21][C:20](=[O:28])[C@H:18]([CH3:19])[CH2:17][C@H:16]([OH:29])[C@@H:15]([NH2:14])[CH2:30][N:31]2[CH2:36][C:35](=[O:37])[N:34]([C:38]3[C:43]([F:44])=[CH:42][CH:41]=[CH:40][C:39]=3[F:45])[CH2:33][C:32]2([CH3:46])[CH3:47])[CH2:27][CH2:26][CH2:25][CH2:24][CH2:23]1.[NH2:87][C@@H:68]([CH2:69][N:70]1[CH2:75][C:74](=[O:76])[N:73]([C:77]2[C:78]([F:84])=[CH:79][CH:80]=[CH:81][C:82]=2[F:83])[CH2:72][C:71]1([CH3:85])[CH3:86])[C@@H:67]([OH:88])[CH2:66][C@@H:65]([CH3:89])[C:64]([NH:63][CH:57]1[CH2:58][CH2:59][CH2:60][CH2:61][CH2:62]1)=[O:90], predict the reactants needed to synthesize it. (3) The reactants are: C[Mg]Cl.[CH3:4][C:5]([OH:8])([CH3:7])[CH3:6].[Cl:9][C:10]1[N:15]=[N:14]C(C(OC)=O)=[CH:12][CH:11]=1.Cl. Given the product [Cl:9][C:10]1[N:15]=[N:14][C:4]([C:5]([OH:8])([CH3:7])[CH3:6])=[CH:12][CH:11]=1, predict the reactants needed to synthesize it. (4) Given the product [CH3:21][N:22]1[C:26]2[C:27]([CH3:42])=[CH:28][C:29]([C:31]([C:33]3[CH:40]=[CH:39][C:36]([C:37]#[N:38])=[C:35]([N:17]4[CH2:18][CH2:19][CH:14]([N:10]5[CH2:9][CH2:8][C:7]6[CH:20]=[C:3]([O:2][CH3:1])[CH:4]=[CH:5][C:6]=6[NH:12][C:11]5=[O:13])[CH2:15][CH2:16]4)[CH:34]=3)=[O:32])=[CH:30][C:25]=2[O:24][C:23]1=[O:43], predict the reactants needed to synthesize it. The reactants are: [CH3:1][O:2][C:3]1[CH:4]=[CH:5][C:6]2[NH:12][C:11](=[O:13])[N:10]([CH:14]3[CH2:19][CH2:18][NH:17][CH2:16][CH2:15]3)[CH2:9][CH2:8][C:7]=2[CH:20]=1.[CH3:21][N:22]1[C:26]2[C:27]([CH3:42])=[CH:28][C:29]([C:31]([C:33]3[CH:40]=[CH:39][C:36]([C:37]#[N:38])=[C:35](F)[CH:34]=3)=[O:32])=[CH:30][C:25]=2[O:24][C:23]1=[O:43]. (5) Given the product [Br:3][C:4]1[CH:5]=[C:6]2[C:10](=[CH:11][CH:12]=1)[N:9]([CH2:24][CH:25]1[CH2:30][CH2:29][N:28]([C:31]([O:33][CH2:34][C:35]3[CH:36]=[CH:37][CH:38]=[CH:39][CH:40]=3)=[O:32])[CH2:27][CH2:26]1)[CH:8]=[CH:7]2, predict the reactants needed to synthesize it. The reactants are: [H-].[Na+].[Br:3][C:4]1[CH:5]=[C:6]2[C:10](=[CH:11][CH:12]=1)[NH:9][CH:8]=[CH:7]2.S(O[CH2:24][CH:25]1[CH2:30][CH2:29][N:28]([C:31]([O:33][CH2:34][C:35]2[CH:40]=[CH:39][CH:38]=[CH:37][CH:36]=2)=[O:32])[CH2:27][CH2:26]1)(C1C=CC(C)=CC=1)(=O)=O.C(OCC)(=O)C.CCCCCC. (6) Given the product [NH2:73][C:74]1[CH:79]=[CH:78][CH:77]=[CH:76][C:75]=1[C:48]1[CH2:47][C@@H:35]2[N:34]([CH:49]=1)[C:33](=[O:57])[C:32]1[CH:58]=[C:59]([O:60][CH3:61])[C:29]([O:28][CH2:27][CH2:26][CH2:25][O:24][C:22]3[C:21]([O:62][CH3:63])=[CH:20][C:15]4[C:16](=[O:19])[N:17]5[CH:18]=[C:9]([C:6]6[CH:5]=[CH:4][C:3]([O:2][CH3:1])=[CH:8][CH:7]=6)[CH2:10][C@H:11]5[C:12](=[O:72])[N:13]([CH2:64][O:65][CH2:66][CH2:67][Si:68]([CH3:69])([CH3:71])[CH3:70])[C:14]=4[CH:23]=3)=[CH:30][C:31]=1[N:37]([CH2:38][O:39][CH2:40][CH2:41][Si:42]([CH3:43])([CH3:44])[CH3:45])[C:36]2=[O:46], predict the reactants needed to synthesize it. The reactants are: [CH3:1][O:2][C:3]1[CH:8]=[CH:7][C:6]([C:9]2[CH2:10][C@@H:11]3[N:17]([CH:18]=2)[C:16](=[O:19])[C:15]2[CH:20]=[C:21]([O:62][CH3:63])[C:22]([O:24][CH2:25][CH2:26][CH2:27][O:28][C:29]4[C:59]([O:60][CH3:61])=[CH:58][C:32]5[C:33](=[O:57])[N:34]6[CH:49]=[C:48](S(C(F)(F)F)(=O)=O)[CH2:47][C@H:35]6[C:36](=[O:46])[N:37]([CH2:38][O:39][CH2:40][CH2:41][Si:42]([CH3:45])([CH3:44])[CH3:43])[C:31]=5[CH:30]=4)=[CH:23][C:14]=2[N:13]([CH2:64][O:65][CH2:66][CH2:67][Si:68]([CH3:71])([CH3:70])[CH3:69])[C:12]3=[O:72])=[CH:5][CH:4]=1.[NH2:73][C:74]1[CH:79]=[CH:78][CH:77]=[CH:76][C:75]=1B(O)O.C(=O)([O-])[O-].[Na+].[Na+].C(OCC)(=O)C.CCCCCC.